Dataset: Full USPTO retrosynthesis dataset with 1.9M reactions from patents (1976-2016). Task: Predict the reactants needed to synthesize the given product. (1) Given the product [CH3:18][C:14]1[CH:15]=[CH:16][CH:17]=[C:12]([N+:9]([O-:11])=[O:10])[C:13]=1[CH:19]=[N:20][OH:21], predict the reactants needed to synthesize it. The reactants are: CN(C=O)C.C[O-].[K+].[N+:9]([C:12]1[CH:17]=[CH:16][CH:15]=[C:14]([CH3:18])[C:13]=1[CH3:19])([O-:11])=[O:10].[N:20](OCCCC)=[O:21]. (2) Given the product [NH2:20][C:18]1[CH:17]=[CH:16][C:3]([O:4][C:5]2[CH:13]=[C:12]3[C:8]([CH2:9][N:10]([CH3:15])[C:11]3=[O:14])=[CH:7][CH:6]=2)=[C:2]([Cl:1])[CH:19]=1, predict the reactants needed to synthesize it. The reactants are: [Cl:1][C:2]1[CH:19]=[C:18]([N+:20]([O-])=O)[CH:17]=[CH:16][C:3]=1[O:4][C:5]1[CH:13]=[C:12]2[C:8]([CH2:9][N:10]([CH3:15])[C:11]2=[O:14])=[CH:7][CH:6]=1.CO.